This data is from Forward reaction prediction with 1.9M reactions from USPTO patents (1976-2016). The task is: Predict the product of the given reaction. (1) The product is: [C:28]([O:27][C:25]([N:3]1[C@@H:2]([CH3:1])[CH2:6][CH2:5][C@H:4]1[C:7]1[NH:8][C:9]2[CH:15]=[C:14]([C:33]3[CH:38]=[CH:37][C:36]([C:39]4[S:59][C:42]5[N:43]=[C:44]([C@@H:46]6[CH2:50][C@H:49]([CH3:51])[CH2:48][N:47]6[C:52]([O:54][C:55]([CH3:56])([CH3:57])[CH3:58])=[O:53])[NH:45][C:41]=5[CH:40]=4)=[CH:35][CH:34]=3)[CH:13]=[CH:12][C:10]=2[N:11]=1)=[O:26])([CH3:29])([CH3:30])[CH3:31]. Given the reactants [CH3:1][C@H:2]1[CH2:6][CH2:5][C@@H:4]([C:7]2[NH:11][C:10]3[CH:12]=[C:13](B4OC(C)(C)C(C)(C)O4)[CH:14]=[CH:15][C:9]=3[N:8]=2)[N:3]1[C:25]([O:27][C:28]([CH3:31])([CH3:30])[CH3:29])=[O:26].Br[C:33]1[CH:38]=[CH:37][C:36]([C:39]2[S:59][C:42]3[N:43]=[C:44]([C@@H:46]4[CH2:50][C@H:49]([CH3:51])[CH2:48][N:47]4[C:52]([O:54][C:55]([CH3:58])([CH3:57])[CH3:56])=[O:53])[NH:45][C:41]=3[CH:40]=2)=[CH:35][CH:34]=1.C([O-])(O)=O.[Na+].N#N, predict the reaction product. (2) Given the reactants Br[C:2]1[N:3]=[C:4]2[C:10]3[CH:11]=[CH:12][CH:13]=[CH:14][C:9]=3[NH:8][C:7]3[N:15]=[CH:16][CH:17]=[CH:18][C:6]=3[N:5]2[C:19]=1[C:20]1[CH:25]=[CH:24][C:23]([C:26]2([NH:30]C(=O)OC(C)(C)C)[CH2:29][CH2:28][CH2:27]2)=[CH:22][CH:21]=1.CC1(C)C(C)(C)OB([C:46]2[CH:47]=[CH:48][C:49]([N:52]3[CH2:57][CH2:56][O:55][CH2:54][CH2:53]3)=[N:50][CH:51]=2)O1.[O-]P([O-])([O-])=O.[K+].[K+].[K+], predict the reaction product. The product is: [N:52]1([C:49]2[N:50]=[CH:51][C:46]([C:2]3[N:3]=[C:4]4[C:10]5[CH:11]=[CH:12][CH:13]=[CH:14][C:9]=5[NH:8][C:7]5[N:15]=[CH:16][CH:17]=[CH:18][C:6]=5[N:5]4[C:19]=3[C:20]3[CH:21]=[CH:22][C:23]([C:26]4([NH2:30])[CH2:29][CH2:28][CH2:27]4)=[CH:24][CH:25]=3)=[CH:47][CH:48]=2)[CH2:53][CH2:54][O:55][CH2:56][CH2:57]1. (3) The product is: [Cl:9][C:5]1[CH:4]=[C:3]([CH:8]=[CH:7][CH:6]=1)[CH2:2][O:10][C:11]1[CH:18]=[CH:17][C:14]([CH:15]=[O:16])=[CH:13][CH:12]=1. Given the reactants Br[CH2:2][C:3]1[CH:8]=[CH:7][CH:6]=[C:5]([Cl:9])[CH:4]=1.[OH:10][C:11]1[CH:18]=[CH:17][C:14]([CH:15]=[O:16])=[CH:13][CH:12]=1.C([O-])([O-])=O.[K+].[K+], predict the reaction product. (4) Given the reactants C([O-])(=[O:3])C.[NH4+].[CH2:6]([O:8][C:9]([C:11]1[C:12]([Cl:21])=[C:13]2[S:20][CH:19]=[CH:18][C:14]2=[N:15][C:16]=1Cl)=[O:10])[CH3:7], predict the reaction product. The product is: [CH2:6]([O:8][C:9]([C:11]1[C:16](=[O:3])[NH:15][C:14]2[CH:18]=[CH:19][S:20][C:13]=2[C:12]=1[Cl:21])=[O:10])[CH3:7]. (5) Given the reactants [C:1]1([S:7](/[CH:10]=[CH:11]/[C:12]2[CH:13]=[C:14]3[C:18](=[CH:19][CH:20]=2)[NH:17][CH:16]=[CH:15]3)(=[O:9])=[O:8])[CH:6]=[CH:5][CH:4]=[CH:3][CH:2]=1, predict the reaction product. The product is: [C:1]1([S:7]([CH2:10][CH2:11][C:12]2[CH:13]=[C:14]3[C:18](=[CH:19][CH:20]=2)[NH:17][CH:16]=[CH:15]3)(=[O:9])=[O:8])[CH:2]=[CH:3][CH:4]=[CH:5][CH:6]=1.